Dataset: Reaction yield outcomes from USPTO patents with 853,638 reactions. Task: Predict the reaction yield, written as a fraction of the theoretical maximum amount of product (1.0 means a 100% yield; for example, 0.34 means a 34% yield). (1) The reactants are Br[C:2]1[CH:3]=[C:4]([CH:8]2[CH2:17][C:16]([CH3:19])([CH3:18])[C:15]3[C:10](=[CH:11][CH:12]=[C:13]([S:20]([N:23]4[CH2:28][CH2:27][O:26][CH2:25][CH2:24]4)(=[O:22])=[O:21])[CH:14]=3)[NH:9]2)[CH:5]=[CH:6][CH:7]=1.[NH2:29][C:30]([CH3:35])([CH3:34])[C:31]([OH:33])=[O:32].C(=O)([O-])[O-].[K+].[K+]. The catalyst is CS(C)=O.[Cu]I. The product is [CH3:18][C:16]1([CH3:19])[C:15]2[C:10](=[CH:11][CH:12]=[C:13]([S:20]([N:23]3[CH2:28][CH2:27][O:26][CH2:25][CH2:24]3)(=[O:22])=[O:21])[CH:14]=2)[NH:9][CH:8]([C:4]2[CH:3]=[C:2]([NH:29][C:30]([CH3:35])([CH3:34])[C:31]([OH:33])=[O:32])[CH:7]=[CH:6][CH:5]=2)[CH2:17]1. The yield is 0.560. (2) The reactants are [Br:1][C:2]1[CH:7]=[CH:6][CH:5]=[C:4]([N+:8]([O-:10])=[O:9])[C:3]=1[OH:11].[C:12](=O)([O-])[O-].[K+].[K+].IC. The catalyst is CN(C=O)C. The product is [Br:1][C:2]1[CH:7]=[CH:6][CH:5]=[C:4]([N+:8]([O-:10])=[O:9])[C:3]=1[O:11][CH3:12]. The yield is 0.960. (3) The reactants are Br[C:2]1[C:11]2[CH2:10][CH2:9][CH2:8][CH2:7][C:6]=2[CH:5]=[CH:4][CH:3]=1.C([Sn](CCCC)(CCCC)[C:17]1[CH:22]=[CH:21][CH:20]=[CH:19][N:18]=1)CCC.[Cl-].[Li+].[F-].[K+]. The catalyst is C1(C=CC=CC=1)[P](C1C=CC=CC=1)(C1C=CC=CC=1)[Pd][P](C1C=CC=CC=1)(C1C=CC=CC=1)C1C=CC=CC=1.C1(C)C=CC=CC=1. The product is [C:2]1([C:17]2[CH:22]=[CH:21][CH:20]=[CH:19][N:18]=2)[C:11]2[CH2:10][CH2:9][CH2:8][CH2:7][C:6]=2[CH:5]=[CH:4][CH:3]=1. The yield is 0.730. (4) The reactants are I[C:2]1[CH:3]=[N:4][CH:5]=[CH:6][C:7]=1[O:8][CH2:9][CH2:10][C:11]1[CH:15]=[CH:14][S:13][CH:12]=1.C1(P(C2C=CC=CC=2)C2C=CC=CC=2)C=CC=CC=1.C(=O)([O-])[O-].[K+].[K+].CN(C)C=O. The catalyst is C([O-])(=O)C.[Pd+2].C([O-])(=O)C. The product is [S:13]1[C:12]2[C:2]3[CH:3]=[N:4][CH:5]=[CH:6][C:7]=3[O:8][CH2:9][CH2:10][C:11]=2[CH:15]=[CH:14]1. The yield is 0.850. (5) The reactants are [CH3:1][C:2]1[N:10]=[CH:9][CH:8]=[CH:7][C:3]=1[C:4](O)=[O:5].B.C1COCC1. The catalyst is CO. The product is [CH3:1][C:2]1[C:3]([CH2:4][OH:5])=[CH:7][CH:8]=[CH:9][N:10]=1. The yield is 0.800. (6) The reactants are [Li]CCCC.N(C(C)C)C(C)C.[CH:13]1([C:17]([O:19][CH2:20][CH3:21])=[O:18])[CH2:16][CH2:15][CH2:14]1.Br[CH2:23][CH2:24][CH2:25][CH2:26][Cl:27].[NH4+].[Cl-]. The catalyst is C1COCC1. The product is [Cl:27][CH2:26][CH2:25][CH2:24][CH2:23][C:13]1([C:17]([O:19][CH2:20][CH3:21])=[O:18])[CH2:16][CH2:15][CH2:14]1. The yield is 0.860. (7) The reactants are [Br:1][C:2]1[CH:7]=[C:6]([N+:8]([O-])=O)[CH:5]=[CH:4][C:3]=1[CH3:11].O.C(O)C.N. The catalyst is [Fe].C(O)(=O)C. The product is [Br:1][C:2]1[CH:7]=[C:6]([CH:5]=[CH:4][C:3]=1[CH3:11])[NH2:8]. The yield is 0.710.